This data is from Full USPTO retrosynthesis dataset with 1.9M reactions from patents (1976-2016). The task is: Predict the reactants needed to synthesize the given product. (1) Given the product [CH3:30][C:23]1[CH2:24][CH2:25][CH2:26][C:27]([CH3:29])([CH3:28])[C:22]=1[CH2:3][CH2:4][CH2:5][CH2:6][CH2:7][CH2:8][CH2:9][CH2:10][C:11]([O:13][CH2:14][CH3:15])=[O:12], predict the reactants needed to synthesize it. The reactants are: Br[Zn][CH2:3][CH2:4][CH2:5][CH2:6][CH2:7][CH2:8][CH2:9][CH2:10][C:11]([O:13][CH2:14][CH3:15])=[O:12].FC(F)(F)S(O[C:22]1[C:27]([CH3:29])([CH3:28])[CH2:26][CH2:25][CH2:24][C:23]=1[CH3:30])(=O)=O.C(OCC)C. (2) Given the product [Cl:1][C:2]1[CH:7]=[CH:6][CH:5]=[C:4]([F:8])[C:3]=1[CH2:9][CH2:10][CH:11]=[O:12], predict the reactants needed to synthesize it. The reactants are: [Cl:1][C:2]1[CH:7]=[CH:6][CH:5]=[C:4]([F:8])[C:3]=1[CH2:9][CH2:10][CH2:11][OH:12].[Cr](Cl)([O-])(=O)=O.[NH+]1C=CC=CC=1. (3) The reactants are: [CH2:1]([C:3]1[N:8]=[C:7]([C:9]([NH2:11])=[O:10])[C:6]([NH:12][C:13]2[CH:18]=[CH:17][C:16]([N:19]3[CH2:24][CH2:23][N:22]([CH3:25])[CH2:21][CH2:20]3)=[CH:15][CH:14]=2)=[N:5][C:4]=1[C:26]1[CH2:27][CH2:28][NH:29][CH2:30][CH:31]=1)[CH3:2].C(N(C(C)C)CC)(C)C.[C:41]([Cl:45])(=[O:44])[CH:42]=[CH2:43].C(=O)([O-])O.[Na+]. Given the product [ClH:45].[C:41]([N:29]1[CH2:28][CH:27]=[C:26]([C:4]2[N:5]=[C:6]([NH:12][C:13]3[CH:18]=[CH:17][C:16]([N:19]4[CH2:20][CH2:21][N:22]([CH3:25])[CH2:23][CH2:24]4)=[CH:15][CH:14]=3)[C:7]([C:9]([NH2:11])=[O:10])=[N:8][C:3]=2[CH2:1][CH3:2])[CH2:31][CH2:30]1)(=[O:44])[CH:42]=[CH2:43], predict the reactants needed to synthesize it. (4) Given the product [OH:2][C:3]1[CH:8]=[CH:7][C:6]([C:9]([F:10])([F:11])[F:12])=[CH:5][C:4]=1[C:13]1[CH2:17][CH2:16][CH2:15][C:14]=1[C:18]1[N:23]=[C:22]([C:24]([OH:26])=[O:25])[CH:21]=[N:20][CH:19]=1, predict the reactants needed to synthesize it. The reactants are: C[O:2][C:3]1[CH:8]=[CH:7][C:6]([C:9]([F:12])([F:11])[F:10])=[CH:5][C:4]=1[C:13]1[CH2:17][CH2:16][CH2:15][C:14]=1[C:18]1[N:23]=[C:22]([C:24]([OH:26])=[O:25])[CH:21]=[N:20][CH:19]=1.C[S-].[Na+].CN(C=O)C. (5) Given the product [CH:1]1([C:6]2[C:14]3[C:9](=[CH:10][C:11]([C:15]([O:22][CH:21]([CH3:23])[CH3:20])=[O:16])=[CH:12][CH:13]=3)[N:8]([CH3:19])[CH:7]=2)[CH2:2][CH2:3][CH2:4][CH2:5]1, predict the reactants needed to synthesize it. The reactants are: [CH:1]1([C:6]2[C:14]3[C:9](=[CH:10][C:11]([C:15](OC)=[O:16])=[CH:12][CH:13]=3)[N:8]([CH3:19])[CH:7]=2)[CH2:5][CH2:4][CH2:3][CH2:2]1.[CH3:20][CH:21]([CH3:23])[O-:22].[Li+].O. (6) Given the product [C:24]([C:26]1[CH:31]=[CH:30][C:29]([C:2]2[CH:7]=[C:6]([C:8]3[N:12]4[CH:13]=[CH:14][CH:15]=[CH:16][C:11]4=[N:10][C:9]=3[C:17]3[CH:22]=[CH:21][CH:20]=[C:19]([CH3:23])[N:18]=3)[CH:5]=[CH:4][N:3]=2)=[CH:28][CH:27]=1)#[N:25], predict the reactants needed to synthesize it. The reactants are: Br[C:2]1[CH:7]=[C:6]([C:8]2[N:12]3[CH:13]=[CH:14][CH:15]=[CH:16][C:11]3=[N:10][C:9]=2[C:17]2[CH:22]=[CH:21][CH:20]=[C:19]([CH3:23])[N:18]=2)[CH:5]=[CH:4][N:3]=1.[C:24]([C:26]1[CH:31]=[CH:30][C:29](B(O)O)=[CH:28][CH:27]=1)#[N:25]. (7) Given the product [C:34]1([CH2:33][NH:32][CH:31]([C@:11]2([CH2:12][OH:13])[O:10][C@@H:9]([N:48]3[CH:55]=[CH:54][C:52](=[O:53])[NH:51][C:49]3=[O:50])[CH2:8][C@@H:7]2[OH:6])[NH:40][CH2:41][C:42]2[CH:43]=[CH:44][CH:45]=[CH:46][CH:47]=2)[CH:39]=[CH:38][CH:37]=[CH:36][CH:35]=1, predict the reactants needed to synthesize it. The reactants are: C([Si](C)(C)[O:6][C@@H:7]1[C@@:11]([CH:31]([NH:40][CH2:41][C:42]2[CH:47]=[CH:46][CH:45]=[CH:44][CH:43]=2)[NH:32][CH2:33][C:34]2[CH:39]=[CH:38][CH:37]=[CH:36][CH:35]=2)([CH2:12][O:13][Si](C(C)(C)C)(C2C=CC=CC=2)C2C=CC=CC=2)[O:10][C@@H:9]([N:48]2[CH:55]=[CH:54][C:52](=[O:53])[NH:51][C:49]2=[O:50])[CH2:8]1)(C)(C)C.[F-].C([N+](CCCC)(CCCC)CCCC)CCC.C1(CNC([C@]2(CO)O[C@@H](N3C=C(C)C(=O)NC3=O)C[C@@H]2O)NCC2C=CC=CC=2)C=CC=CC=1. (8) Given the product [NH2:12][C:8]1[N:9]=[CH:10][N:11]=[C:6]([O:5][C:4]2[CH:3]=[C:2]([NH:1][C:35](=[O:36])/[CH:34]=[CH:33]/[CH2:32][N:31]([CH3:38])[CH3:30])[CH:28]=[CH:27][CH:26]=2)[C:7]=1[C:13]1[CH:14]=[CH:15][C:16]([O:19][C:20]2[CH:25]=[CH:24][CH:23]=[CH:22][CH:21]=2)=[CH:17][CH:18]=1, predict the reactants needed to synthesize it. The reactants are: [NH2:1][C:2]1[CH:3]=[C:4]([CH:26]=[CH:27][CH:28]=1)[O:5][C:6]1[N:11]=[CH:10][N:9]=[C:8]([NH2:12])[C:7]=1[C:13]1[CH:18]=[CH:17][C:16]([O:19][C:20]2[CH:25]=[CH:24][CH:23]=[CH:22][CH:21]=2)=[CH:15][CH:14]=1.Cl.[CH3:30][N:31]([CH3:38])[CH2:32]/[CH:33]=[CH:34]/[C:35](O)=[O:36]. (9) Given the product [CH:2]([C:3]1[CH:8]=[CH:7][C:6]([NH:9][C:10]([CH2:12][CH2:13][N:14]2[CH2:19][CH2:18][CH:17]([O:20][C:21](=[O:35])[NH:22][C:23]3[CH:28]=[CH:27][CH:26]=[CH:25][C:24]=3[C:29]3[CH:30]=[CH:31][CH:32]=[CH:33][CH:34]=3)[CH2:16][CH2:15]2)=[O:11])=[CH:5][CH:4]=1)=[O:42], predict the reactants needed to synthesize it. The reactants are: N[CH2:2][C:3]1[CH:8]=[CH:7][C:6]([NH:9][C:10]([CH2:12][CH2:13][N:14]2[CH2:19][CH2:18][CH:17]([O:20][C:21](=[O:35])[NH:22][C:23]3[CH:28]=[CH:27][CH:26]=[CH:25][C:24]=3[C:29]3[CH:34]=[CH:33][CH:32]=[CH:31][CH:30]=3)[CH2:16][CH2:15]2)=[O:11])=[CH:5][CH:4]=1.NC1C=CC(C[OH:42])=CC=1.CN(C(ON1N=NC2C=CC=NC1=2)=[N+](C)C)C.F[P-](F)(F)(F)(F)F.CCN(C(C)C)C(C)C.CS(C)=O.